Dataset: Full USPTO retrosynthesis dataset with 1.9M reactions from patents (1976-2016). Task: Predict the reactants needed to synthesize the given product. (1) Given the product [CH3:1][O:2][C:3]([C:5]1[CH:9]=[CH:8][S:7][CH:6]=1)=[O:4], predict the reactants needed to synthesize it. The reactants are: [CH3:1][O:2][C:3]([C:5]1[CH:9]=[CH:8][S:7][C:6]=1C1C=CC(OC(=S)N(C)C)=CC=1)=[O:4].C1(OC2C=CC=CC=2)C=CC=CC=1. (2) Given the product [Cl:51][C:50]1[C:4]2[CH:3]=[CH:2][N:1]([S:38]([C:41]3[CH:47]=[CH:46][C:44]([CH3:45])=[CH:43][CH:42]=3)(=[O:40])=[O:39])[C:5]=2[N:7]=[CH:8][N:33]=1, predict the reactants needed to synthesize it. The reactants are: [NH2:1][C:2]1[CH:3]=[C:4](C=CC=1C)[C:5]([NH:7][C:8]1C=CC(CN2CCN(CC)CC2)=C(C(F)(F)F)C=1)=O.C([N:33](CC)CC)C.[S:38](Cl)([C:41]1[CH:47]=[CH:46][C:44]([CH3:45])=[CH:43][CH:42]=1)(=[O:40])=[O:39].Cl[CH2:50][Cl:51]. (3) Given the product [CH3:20][C:15]1[CH:14]=[C:13]2[O:12][CH2:11][O:19][C:18]2=[CH:17][C:16]=1[CH:4]=[O:5], predict the reactants needed to synthesize it. The reactants are: CN([CH:4]=[O:5])C.P(Cl)(Cl)(Cl)=O.[CH2:11]1[O:19][C:18]2[CH:17]=[CH:16][C:15]([CH3:20])=[CH:14][C:13]=2[O:12]1. (4) Given the product [ClH:63].[NH2:54][CH2:53][C@H:50]1[CH2:51][CH2:52][C@H:47]([C:45]([NH:44][C@H:31]([C:32]([NH:34][C:35]2[CH:43]=[C:42]3[C:38]([CH:39]=[N:40][NH:41]3)=[CH:37][CH:36]=2)=[O:33])[CH2:30][C:27]2[CH:28]=[CH:29][C:24]([C:21]3[CH:22]=[CH:23][C:18]([C:16]([NH:15][CH2:14][CH2:13][OH:12])=[O:17])=[CH:19][C:20]=3[CH3:62])=[CH:25][CH:26]=2)=[O:46])[CH2:48][CH2:49]1, predict the reactants needed to synthesize it. The reactants are: FC(F)(F)C(O)=O.C([O:12][CH2:13][CH2:14][NH:15][C:16]([C:18]1[CH:23]=[CH:22][C:21]([C:24]2[CH:29]=[CH:28][C:27]([CH2:30][C@H:31]([NH:44][C:45]([C@H:47]3[CH2:52][CH2:51][C@H:50]([CH2:53][NH:54]C(=O)OC(C)(C)C)[CH2:49][CH2:48]3)=[O:46])[C:32]([NH:34][C:35]3[CH:43]=[C:42]4[C:38]([CH:39]=[N:40][NH:41]4)=[CH:37][CH:36]=3)=[O:33])=[CH:26][CH:25]=2)=[C:20]([CH3:62])[CH:19]=1)=[O:17])(C)(C)C.[ClH:63].